Dataset: Reaction yield outcomes from USPTO patents with 853,638 reactions. Task: Predict the reaction yield, written as a fraction of the theoretical maximum amount of product (1.0 means a 100% yield; for example, 0.34 means a 34% yield). The reactants are [CH3:1][C:2]1[CH:17]=[CH:16][C:15]([Si:18]([CH3:21])([CH3:20])[CH3:19])=[CH:14][C:3]=1[O:4][C:5]1[O:9][C:8]([C:10]([O:12]C)=[O:11])=[CH:7][CH:6]=1.[OH-].[Na+]. The catalyst is CO.O. The product is [CH3:1][C:2]1[CH:17]=[CH:16][C:15]([Si:18]([CH3:19])([CH3:21])[CH3:20])=[CH:14][C:3]=1[O:4][C:5]1[O:9][C:8]([C:10]([OH:12])=[O:11])=[CH:7][CH:6]=1. The yield is 0.870.